This data is from Forward reaction prediction with 1.9M reactions from USPTO patents (1976-2016). The task is: Predict the product of the given reaction. (1) Given the reactants Cl.[F:2][C:3]([F:13])([F:12])[C:4]1[CH:9]=[CH:8][C:7]([NH:10][NH2:11])=[CH:6][CH:5]=1.[CH3:14][C:15]([O:18][C:19](O[C:19]([O:18][C:15]([CH3:17])([CH3:16])[CH3:14])=[O:20])=[O:20])([CH3:17])[CH3:16].C([O-])([O-])=O.[Na+].[Na+].C(#N)C, predict the reaction product. The product is: [F:2][C:3]([F:12])([F:13])[C:4]1[CH:5]=[CH:6][C:7]([NH:10][NH:11][C:19]([O:18][C:15]([CH3:17])([CH3:16])[CH3:14])=[O:20])=[CH:8][CH:9]=1. (2) The product is: [N:1]1([C@H:5]2[C@@H:14]([CH2:15][C:16]3[CH:21]=[CH:20][CH:19]=[CH:18][CH:17]=3)[C:13]3[C:8](=[CH:9][CH:10]=[C:11]([N:22]4[CH2:23][CH:24]([NH2:26])[CH2:25]4)[CH:12]=3)[O:7][CH2:6]2)[CH2:2][CH2:3][CH2:4]1. Given the reactants [N:1]1([C@H:5]2[C@@H:14]([CH2:15][C:16]3[CH:21]=[CH:20][CH:19]=[CH:18][CH:17]=3)[C:13]3[C:8](=[CH:9][CH:10]=[C:11]([N:22]4[CH2:25][CH:24]([NH:26]C(=O)OC(C)(C)C)[CH2:23]4)[CH:12]=3)[O:7][CH2:6]2)[CH2:4][CH2:3][CH2:2]1.FC(F)(F)C(O)=O, predict the reaction product. (3) Given the reactants [C:1]([O:5][C:6]([NH:8][C@@H:9]([C:18]([OH:20])=O)[CH2:10][C:11]1[CH:16]=[CH:15][CH:14]=[CH:13][C:12]=1[F:17])=[O:7])([CH3:4])([CH3:3])[CH3:2].[CH2:21]([NH:28][CH2:29][C:30]([O:32][CH2:33][CH3:34])=[O:31])[C:22]1[CH:27]=[CH:26][CH:25]=[CH:24][CH:23]=1.CCN=C=NCCCN(C)C.Cl.C1C=CC2N(O)N=NC=2C=1, predict the reaction product. The product is: [C:1]([O:5][C:6]([NH:8][C@@H:9]([C:18]([N:28]([CH2:21][C:22]1[CH:23]=[CH:24][CH:25]=[CH:26][CH:27]=1)[CH2:29][C:30]([O:32][CH2:33][CH3:34])=[O:31])=[O:20])[CH2:10][C:11]1[CH:16]=[CH:15][CH:14]=[CH:13][C:12]=1[F:17])=[O:7])([CH3:2])([CH3:3])[CH3:4]. (4) Given the reactants [C@H:1]12[CH2:7][C@H:4]([NH:5][CH2:6]1)[CH2:3][N:2]2[C:8]([O:10][C:11]([CH3:14])([CH3:13])[CH3:12])=[O:9].Br[C:16]1[CH:17]=[N:18][CH:19]=[C:20]([O:22][CH3:23])[CH:21]=1, predict the reaction product. The product is: [CH3:23][O:22][C:20]1[CH:21]=[C:16]([N:5]2[CH2:6][C@@H:1]3[CH2:7][C@H:4]2[CH2:3][N:2]3[C:8]([O:10][C:11]([CH3:14])([CH3:13])[CH3:12])=[O:9])[CH:17]=[N:18][CH:19]=1. (5) The product is: [Cl:1][C:2]1[CH:3]=[CH:4][C:5](=[O:8])[N:6]([CH3:9])[N:7]=1. Given the reactants [Cl:1][C:2]1[CH:3]=[CH:4][C:5](=[O:8])[NH:6][N:7]=1.[C:9]([O-])([O-])=O.[K+].[K+].CI, predict the reaction product. (6) Given the reactants [CH2:1]([O:4][C:5]1[CH:10]=[CH:9][CH:8]=[CH:7][C:6]=1[CH2:11]Cl)[CH:2]=[CH2:3].[NH3:13], predict the reaction product. The product is: [CH2:1]([O:4][C:5]1[CH:10]=[CH:9][CH:8]=[CH:7][C:6]=1[CH2:11][NH2:13])[CH:2]=[CH2:3]. (7) Given the reactants [C:1]([O:5][C:6]([N:8]1[CH2:12][C:11]([F:15])([CH2:13][F:14])[CH2:10][C@H:9]1[C:16]([OH:18])=O)=[O:7])([CH3:4])([CH3:3])[CH3:2].CN(C(ON1N=NC2C=CC=NC1=2)=[N+](C)C)C.F[P-](F)(F)(F)(F)F.CCN(C(C)C)C(C)C.Cl.[F:53][C:54]([F:70])([F:69])[C:55]1[N:60]=[CH:59][C:58]([C:61]2[N:66]=[CH:65][N:64]=[C:63]([CH2:67][NH2:68])[CH:62]=2)=[CH:57][CH:56]=1, predict the reaction product. The product is: [F:15][C:11]1([CH2:13][F:14])[CH2:12][N:8]([C:6]([O:5][C:1]([CH3:2])([CH3:3])[CH3:4])=[O:7])[C@H:9]([C:16](=[O:18])[NH:68][CH2:67][C:63]2[CH:62]=[C:61]([C:58]3[CH:59]=[N:60][C:55]([C:54]([F:70])([F:69])[F:53])=[CH:56][CH:57]=3)[N:66]=[CH:65][N:64]=2)[CH2:10]1.